Task: Regression. Given a peptide amino acid sequence and an MHC pseudo amino acid sequence, predict their binding affinity value. This is MHC class II binding data.. Dataset: Peptide-MHC class II binding affinity with 134,281 pairs from IEDB (1) The peptide sequence is GKLYSILKIQSPLFT. The binding affinity (normalized) is 0.841. The MHC is DRB1_1302 with pseudo-sequence DRB1_1302. (2) The peptide sequence is RRVFHGVAKNPVVDG. The MHC is HLA-DQA10501-DQB10402 with pseudo-sequence HLA-DQA10501-DQB10402. The binding affinity (normalized) is 0.442.